This data is from Peptide-MHC class II binding affinity with 134,281 pairs from IEDB. The task is: Regression. Given a peptide amino acid sequence and an MHC pseudo amino acid sequence, predict their binding affinity value. This is MHC class II binding data. The peptide sequence is GELHIVDKIDAAFKI. The MHC is DRB1_0701 with pseudo-sequence DRB1_0701. The binding affinity (normalized) is 0.733.